From a dataset of Peptide-MHC class II binding affinity with 134,281 pairs from IEDB. Regression. Given a peptide amino acid sequence and an MHC pseudo amino acid sequence, predict their binding affinity value. This is MHC class II binding data. The peptide sequence is FEGRNLVQNIIVKLE. The MHC is DRB1_0101 with pseudo-sequence DRB1_0101. The binding affinity (normalized) is 0.0423.